From a dataset of Catalyst prediction with 721,799 reactions and 888 catalyst types from USPTO. Predict which catalyst facilitates the given reaction. (1) Reactant: Cl[C:2]1[C:3]2[C:4](=[CH:20][N:21](CC3C=CC(OC)=CC=3)[N:22]=2)[N:5]=[C:6]([C:8]2[CH:9]=[C:10]([N:14]3[CH2:19][CH2:18][O:17][CH2:16][CH2:15]3)[CH:11]=[CH:12][CH:13]=2)[N:7]=1.[CH3:32][O:33][C:34]1[CH:35]=[C:36]([CH:38]=[CH:39][C:40]=1[O:41][CH3:42])[NH2:37].Cl. Product: [CH3:32][O:33][C:34]1[CH:35]=[C:36]([NH:37][C:2]2[C:3]3[NH:22][N:21]=[CH:20][C:4]=3[N:5]=[C:6]([C:8]3[CH:13]=[CH:12][CH:11]=[C:10]([N:14]4[CH2:15][CH2:16][O:17][CH2:18][CH2:19]4)[CH:9]=3)[N:7]=2)[CH:38]=[CH:39][C:40]=1[O:41][CH3:42]. The catalyst class is: 71. (2) Reactant: [CH:1]([C:4]1[CH:26]=[CH:25][C:7]([CH2:8][C:9]2[C:22]([CH3:23])=[CH:21][C:20]([CH3:24])=[CH:19][C:10]=2[O:11][CH2:12][C:13](N2CC2C)=[O:14])=[CH:6][CH:5]=1)([CH3:3])[CH3:2].[CH2:27]([Mg]Br)[CH2:28][CH3:29].O. Product: [CH:1]([C:4]1[CH:5]=[CH:6][C:7]([CH2:8][C:9]2[C:22]([CH3:23])=[CH:21][C:20]([CH3:24])=[CH:19][C:10]=2[O:11][CH2:12][C:13](=[O:14])[CH2:27][CH2:28][CH3:29])=[CH:25][CH:26]=1)([CH3:2])[CH3:3]. The catalyst class is: 1. (3) Reactant: [C:1]([O-:10])(=O)[CH2:2][C@:3]([CH2:6]CO)([CH3:5])O.[OH:11][P:12]([O:15][P:16](O)([OH:18])=[O:17])(=[O:14])[OH:13].C1(C2C(C3C=CC=CC=3)=CC=CC=2)C=CC=CC=1.[NH4+].O(CC=C(C)C)P(OP([O-])([O-])=O)(=O)[O-].[NH4+].[NH4+].[NH4+].O(CC=C(CCC=C(CCC=C(C)C)C)C)P(OP([O-])([O-])=O)(=O)[O-].[NH4+].[NH4+].C(O)C(N)(CO)CO.Cl.C1N=C(N)C2N=CN([C@@H]3O[C@H](COP(OP(OC[C@H]4O[C@@H](N5C=C(C(N)=O)CC=C5)[C@H](O)[C@@H]4O)(O)=O)(O)=O)[C@@H](O)[C@H]3O)C=2N=1.[Mg+2].[Cl-].[Cl-].C(S)[C@@H](O)[C@H](O)CS.[Na+].[Cl-].C([O-])(=O)C[C@](CCO)(C)O.[K+].P(OC[C@H]1O[C@@H](N2C3N=CN=C(N)C=3N=C2)[C@H](O)[C@@H]1O)(OP(OP(O)(O)=O)(O)=O)(=O)O. Product: [CH3:5][C:3]([CH3:6])=[CH:2][CH2:1][O:10][P:16]([O:15][P:12]([OH:14])([OH:13])=[O:11])([OH:18])=[O:17]. The catalyst class is: 5. (4) Reactant: [NH2:1][C:2]1[N:7]=[C:6]([N:8]2[CH2:13][CH2:12][N:11]([CH3:14])[CH2:10][CH2:9]2)[N:5]=[C:4]([C:15]2[CH:16]=[C:17]([CH:26]=[CH:27][CH:28]=2)[O:18][CH2:19][C:20]([NH:22][CH:23]([CH3:25])[CH3:24])=[O:21])[CH:3]=1.I[C:30]1[CH:35]=[CH:34][N:33]=[CH:32][CH:31]=1.CC(C1C=C(C(C)C)C(C2C=CC=CC=2P(C2CCCCC2)C2CCCCC2)=C(C(C)C)C=1)C.C([O-])([O-])=O.[Cs+].[Cs+]. Product: [CH:23]([NH:22][C:20](=[O:21])[CH2:19][O:18][C:17]1[CH:26]=[CH:27][CH:28]=[C:15]([C:4]2[CH:3]=[C:2]([NH:1][C:30]3[CH:35]=[CH:34][N:33]=[CH:32][CH:31]=3)[N:7]=[C:6]([N:8]3[CH2:9][CH2:10][N:11]([CH3:14])[CH2:12][CH2:13]3)[N:5]=2)[CH:16]=1)([CH3:25])[CH3:24]. The catalyst class is: 62. (5) Reactant: C[O:2][C:3](=[O:35])[CH2:4][CH2:5][CH2:6][O:7][C:8]1[CH:13]=[CH:12][C:11]([Cl:14])=[CH:10][C:9]=1[CH2:15][C:16]1[CH:21]=[C:20]([Cl:22])[CH:19]=[CH:18][C:17]=1[O:23][CH2:24][C:25]([O:27]CC1C=CC=CC=1)=[O:26].[OH-].[Na+]. Product: [C:25]([CH2:24][O:23][C:17]1[CH:18]=[CH:19][C:20]([Cl:22])=[CH:21][C:16]=1[CH2:15][C:9]1[CH:10]=[C:11]([Cl:14])[CH:12]=[CH:13][C:8]=1[O:7][CH2:6][CH2:5][CH2:4][C:3]([OH:35])=[O:2])([OH:27])=[O:26]. The catalyst class is: 1. (6) Reactant: Br[C:2]1[CH:15]=[CH:14][C:5]([O:6][CH2:7][CH2:8][N:9]2[CH2:13][CH2:12][CH2:11][CH2:10]2)=[CH:4][CH:3]=1.[Li][CH2:17][CH2:18][CH2:19][CH3:20].[NH4+:21].[Cl-]. Product: [O:6]([CH2:7][CH2:8][N:9]1[CH2:13][CH2:12][CH2:11][CH2:10]1)[C:5]1[CH:14]=[CH:15][CH:2]=[CH:3][CH:4]=1.[N:9]1([CH2:8][CH2:7][O:6][C:5]2[CH:14]=[CH:15][C:2]([C:17]3[NH:21][C:20]4[C:19]([C:18]=3[C:2]3[CH:3]=[CH:4][C:5]([OH:6])=[CH:14][CH:15]=3)=[CH:10][CH:11]=[CH:12][CH:13]=4)=[CH:3][CH:4]=2)[CH2:13][CH2:12][CH2:11][CH2:10]1. The catalyst class is: 20. (7) Reactant: [F:1][C:2]1[CH:3]=[C:4]([CH:13]([NH:18][C:19]([N:21]2[CH2:26][C:25](=[O:27])[N:24]([CH2:28][O:29][CH2:30][CH2:31][Si:32]([CH3:35])([CH3:34])[CH3:33])[C:23]3[CH:36]=[C:37](I)[CH:38]=[N:39][C:22]2=3)=[O:20])[C:14]([OH:17])([CH3:16])[CH3:15])[CH:5]=[CH:6][C:7]=1[O:8][C:9]([F:12])([F:11])[F:10].[CH:41]1(B(O)O)[CH2:43][CH2:42]1.P([O-])([O-])([O-])=O.[K+].[K+].[K+].C1(P(C2CCCCC2)C2CCCCC2)CCCCC1. Product: [CH:41]1([C:37]2[CH:38]=[N:39][C:22]3[N:21]([C:19]([NH:18][CH:13]([C:4]4[CH:5]=[CH:6][C:7]([O:8][C:9]([F:12])([F:11])[F:10])=[C:2]([F:1])[CH:3]=4)[C:14]([OH:17])([CH3:16])[CH3:15])=[O:20])[CH2:26][C:25](=[O:27])[N:24]([CH2:28][O:29][CH2:30][CH2:31][Si:32]([CH3:35])([CH3:34])[CH3:33])[C:23]=3[CH:36]=2)[CH2:43][CH2:42]1. The catalyst class is: 706. (8) Reactant: C(N(CC)CC)C.[CH2:8]([N:15]([CH2:27][C:28]1[CH:33]=[CH:32][CH:31]=[CH:30][CH:29]=1)[C@H:16]1[CH2:25][C:24]2[C:23]([OH:26])=[CH:22][CH:21]=[CH:20][C:19]=2[O:18][CH2:17]1)[C:9]1[CH:14]=[CH:13][CH:12]=[CH:11][CH:10]=1.[F:34][C:35]([F:48])([F:47])[S:36](O[S:36]([C:35]([F:48])([F:47])[F:34])(=[O:38])=[O:37])(=[O:38])=[O:37]. The catalyst class is: 4. Product: [F:34][C:35]([F:48])([F:47])[S:36]([O:26][C:23]1[CH:22]=[CH:21][CH:20]=[C:19]2[C:24]=1[CH2:25][C@H:16]([N:15]([CH2:8][C:9]1[CH:10]=[CH:11][CH:12]=[CH:13][CH:14]=1)[CH2:27][C:28]1[CH:33]=[CH:32][CH:31]=[CH:30][CH:29]=1)[CH2:17][O:18]2)(=[O:38])=[O:37]. (9) Reactant: [H-].[Na+].[Br:3][C:4]1[CH:9]=[CH:8][C:7]([OH:10])=[C:6]([C:11]([CH3:15])([CH3:14])[CH2:12]Cl)[CH:5]=1. Product: [Br:3][C:4]1[CH:9]=[CH:8][C:7]2[O:10][CH2:12][C:11]([CH3:15])([CH3:14])[C:6]=2[CH:5]=1. The catalyst class is: 7. (10) Reactant: [CH:1]1([CH2:4][C:5](=O)/[C:6](/[C:11]2[CH:16]=[CH:15][N:14]=[C:13]([NH:17][C:18]3[CH:23]=[CH:22][N:21]=[CH:20][CH:19]=3)[N:12]=2)=[CH:7]\N(C)C)[CH2:3][CH2:2]1.C(=O)([O-])[O-].[K+].[K+].[OH:31][C:32]([CH3:39])([CH3:38])[CH2:33][NH:34][C:35]([NH2:37])=[NH:36]. Product: [CH:1]1([CH2:4][C:5]2[C:6]([C:11]3[CH:16]=[CH:15][N:14]=[C:13]([NH:17][C:18]4[CH:23]=[CH:22][N:21]=[CH:20][CH:19]=4)[N:12]=3)=[CH:7][N:37]=[C:35]([NH:34][CH2:33][C:32]([CH3:39])([OH:31])[CH3:38])[N:36]=2)[CH2:3][CH2:2]1. The catalyst class is: 3.